Dataset: Experimentally validated miRNA-target interactions with 360,000+ pairs, plus equal number of negative samples. Task: Binary Classification. Given a miRNA mature sequence and a target amino acid sequence, predict their likelihood of interaction. (1) The miRNA is hsa-miR-1225-3p with sequence UGAGCCCCUGUGCCGCCCCCAG. The protein sequence of the target gene is MAAGAGTAGPASGPGVVRDPAASQPRKRPGREGGEGARRSDTMAGGGGSSDGSGRAAGRRASRSSGRARRGRHEPGLGGPAERGAGEARLEEAVNRWVLKFYFHEALRAFRGSRYGDFRQIRDIMQALLVRPLGKEHTVSRLLRVMQCLSRIEEGENLDCSFDMEAELTPLESAINVLEMIKTEFTLTEAVVESSRKLVKEAAVIICIKNKEFEKASKILKKHMSKDPTTQKLRNDLLNIIREKNLAHPVIQNFSYETFQQKMLRFLESHLDDAEPYLLTMAKKALKSESAASSTGKEDK.... Result: 1 (interaction). (2) The miRNA is hsa-miR-21-3p with sequence CAACACCAGUCGAUGGGCUGU. Result: 1 (interaction). The protein sequence of the target gene is MNNGGKAEKENTPSEANLQEEEVRTLFVSGLPLDIKPRELYLLFRPFKGYEGSLIKLTSKQPVGFVSFDSRSEAEAAKNALNGIRFDPEIPQTLRLEFAKANTKMAKNKLVGTPNPSTPLPNTVPQFIAREPYELTVPALYPSSPEVWAPYPLYPAELAPALPPPAFTYPASLHAQMRWLPPSEATSQGWKSRQFC. (3) The miRNA is mmu-miR-874-3p with sequence CUGCCCUGGCCCGAGGGACCGA. The protein sequence of the target gene is MYGKSPTRAVLFLLGLQLTALWPTAAVEIYTPRVLEAVNGTDVRLKCTFSSFAPVGDALTVTWNFRPRDGGPEQFVFYYHVDPFKPMSGRFKDRVAWDGNPERYDVSILLWKLQFDDNGTYTCQVKNPPDVDGLIGEIQLSVVQTVRFSEIHFLALAIGSACALMVIIVIVVVLFQHFRKKRRAERAHRVVEIKSKEEEKLNQEKKASVSLEYTD. Result: 0 (no interaction). (4) The miRNA is hsa-miR-655-5p with sequence AGAGGUUAUCCGUGUUAUGUUC. The protein sequence of the target gene is MLSLDFLDDVRRMNKRQLYYQVLNFGMIVSSALMIWKGLMVITGSESPIVVVLSGSMEPAFHRGDLLFLTNRVEDPIRVGEIVVFRIEGREIPIVHRVLKIHEKQDGHIKFLTKGDNNAVDDRGLYKQGQHWLEKKDVVGRARGFVPYIGIVTILMNDYPKFKYAVLFLLGLFVLVHRE. Result: 0 (no interaction).